From a dataset of Catalyst prediction with 721,799 reactions and 888 catalyst types from USPTO. Predict which catalyst facilitates the given reaction. (1) Reactant: [CH2:1]=[CH:2][C:3]1[CH:8]=[CH:7][CH:6]=[CH:5][CH:4]=1.[C:9](#[N:12])[CH:10]=[CH2:11].CC(N=NC(C#N)(C)C)(C#N)C.P([O-])([O-])([O-])=O.[Ca+2].[Ca+2].[Ca+2].P([O-])([O-])([O-])=O. Product: [CH2:11]=[CH:10][C:9]#[N:12].[CH2:1]=[CH:2][C:3]1[CH:8]=[CH:7][CH:6]=[CH:5][CH:4]=1. The catalyst class is: 6. (2) Reactant: [F:1][C:2]1[CH:10]=[C:9]([C:11]2[CH:12]=[N:13][C:14]3[N:15]([C:17]([CH2:20][C:21]4[CH:22]=[C:23]5[C:28](=[CH:29][CH:30]=4)[N:27]=[CH:26][CH:25]=[CH:24]5)=[CH:18][N:19]=3)[N:16]=2)[CH:8]=[CH:7][C:3]=1[C:4](O)=[O:5].F[P-](F)(F)(F)(F)F.[N:38]1(O[P+](N2CCCC2)(N2CCCC2)N2CCCC2)[C:42]2C=CC=CC=2N=N1.CN.C1COCC1.C(N(CC)CC)C. Product: [F:1][C:2]1[CH:10]=[C:9]([C:11]2[CH:12]=[N:13][C:14]3[N:15]([C:17]([CH2:20][C:21]4[CH:22]=[C:23]5[C:28](=[CH:29][CH:30]=4)[N:27]=[CH:26][CH:25]=[CH:24]5)=[CH:18][N:19]=3)[N:16]=2)[CH:8]=[CH:7][C:3]=1[C:4]([NH:38][CH3:42])=[O:5]. The catalyst class is: 35. (3) Reactant: O.C([O:9][C:10]1[C:11]([C:42]2[CH:47]=[CH:46][C:45]([F:48])=[CH:44][CH:43]=2)=[CH:12][C:13]([CH2:40][CH3:41])=[C:14]([CH:39]=1)[O:15][CH2:16][CH2:17][CH2:18][O:19][C:20]1[C:21]([CH2:36][CH2:37][CH3:38])=[C:22]([NH:26][C:27](=[O:35])[CH2:28][C:29]([CH3:34])([CH3:33])[C:30]([OH:32])=[O:31])[CH:23]=[CH:24][CH:25]=1)C1C=CC=CC=1.[H][H]. Product: [CH2:40]([C:13]1[CH:12]=[C:11]([C:42]2[CH:43]=[CH:44][C:45]([F:48])=[CH:46][CH:47]=2)[C:10]([OH:9])=[CH:39][C:14]=1[O:15][CH2:16][CH2:17][CH2:18][O:19][C:20]1[C:21]([CH2:36][CH2:37][CH3:38])=[C:22]([NH:26][C:27](=[O:35])[CH2:28][C:29]([CH3:34])([CH3:33])[C:30]([OH:32])=[O:31])[CH:23]=[CH:24][CH:25]=1)[CH3:41]. The catalyst class is: 354. (4) Reactant: Br[C:2]1[CH:3]=[C:4]([C:7]([C:9]2[C:10]([NH:15][C@H:16]3[CH2:20][C@H:19]([O:21][Si:22]([CH:29]([CH3:31])[CH3:30])([CH:26]([CH3:28])[CH3:27])[CH:23]([CH3:25])[CH3:24])[C@@H:18]([CH2:32][O:33][Si:34]([C:37]([CH3:40])([CH3:39])[CH3:38])([CH3:36])[CH3:35])[CH2:17]3)=[N:11][CH:12]=[N:13][CH:14]=2)=[O:8])[S:5][CH:6]=1.[B:41]1([B:41]2[O:45][C:44]([CH3:47])([CH3:46])[C:43]([CH3:49])([CH3:48])[O:42]2)[O:45][C:44]([CH3:47])([CH3:46])[C:43]([CH3:49])([CH3:48])[O:42]1.C([O-])(=O)C.[K+]. Product: [Si:34]([O:33][CH2:32][C@@H:18]1[C@@H:19]([O:21][Si:22]([CH:26]([CH3:28])[CH3:27])([CH:29]([CH3:31])[CH3:30])[CH:23]([CH3:24])[CH3:25])[CH2:20][C@H:16]([NH:15][C:10]2[C:9]([C:7]([C:4]3[S:5][CH:6]=[C:2]([B:41]4[O:45][C:44]([CH3:47])([CH3:46])[C:43]([CH3:49])([CH3:48])[O:42]4)[CH:3]=3)=[O:8])=[CH:14][N:13]=[CH:12][N:11]=2)[CH2:17]1)([C:37]([CH3:39])([CH3:38])[CH3:40])([CH3:35])[CH3:36]. The catalyst class is: 294. (5) Reactant: [C:1]1([C:13]2[CH:18]=[CH:17][CH:16]=[CH:15][CH:14]=2)[CH:6]=[CH:5][C:4]([O:7][CH2:8][CH2:9][CH2:10][CH2:11][OH:12])=[CH:3][CH:2]=1.[H-].[Na+].[CH2:21]([O:23][CH:24]([O:27][CH2:28][CH3:29])[CH2:25]Br)[CH3:22]. Product: [CH2:21]([O:23][CH:24]([O:27][CH2:28][CH3:29])[CH2:25][O:12][CH2:11][CH2:10][CH2:9][CH2:8][O:7][C:4]1[CH:5]=[CH:6][C:1]([C:13]2[CH:14]=[CH:15][CH:16]=[CH:17][CH:18]=2)=[CH:2][CH:3]=1)[CH3:22]. The catalyst class is: 3. (6) Reactant: C(OC([N:8]1[CH2:13][CH2:12][CH:11]([C:14]2[CH:19]=[CH:18][CH:17]=[C:16]([F:20])[C:15]=2[Cl:21])[CH2:10][CH2:9]1)=O)(C)(C)C.Cl. Product: [ClH:21].[Cl:21][C:15]1[C:16]([F:20])=[CH:17][CH:18]=[CH:19][C:14]=1[CH:11]1[CH2:12][CH2:13][NH:8][CH2:9][CH2:10]1. The catalyst class is: 158. (7) Reactant: [Si]([O:8][CH2:9][C@@H:10]([NH:19][C:20]([N:22]1[CH2:31][CH2:30][C:29]2[CH:28]=[N:27][C:26]([NH:32][CH:33]3[CH2:38][CH2:37][O:36][CH2:35][CH2:34]3)=[N:25][C:24]=2[CH2:23]1)=[O:21])[C:11]1[CH:16]=[CH:15][C:14]([Cl:17])=[C:13]([F:18])[CH:12]=1)(C(C)(C)C)(C)C.Cl.[NH4+].[Cl-]. Product: [Cl:17][C:14]1[CH:15]=[CH:16][C:11]([C@H:10]([NH:19][C:20]([N:22]2[CH2:31][CH2:30][C:29]3[CH:28]=[N:27][C:26]([NH:32][CH:33]4[CH2:38][CH2:37][O:36][CH2:35][CH2:34]4)=[N:25][C:24]=3[CH2:23]2)=[O:21])[CH2:9][OH:8])=[CH:12][C:13]=1[F:18]. The catalyst class is: 100. (8) Reactant: [Br:1][C:2]1[CH:3]=[C:4]2[C:9](=[CH:10][CH:11]=1)[N:8]=[CH:7][C:6]([C:12](=[O:14])[CH3:13])=[C:5]2[NH:15][C:16]1[CH:21]=[CH:20][C:19]([CH2:22][N:23]2[CH2:27][CH2:26][CH2:25][CH2:24]2)=[CH:18][CH:17]=1.[Cl:28][C:29]1[CH:34]=[C:33](B2OC(C)(C)C(C)(C)O2)[CH:32]=[C:31]([Cl:44])[C:30]=1[OH:45]. Product: [BrH:1].[Cl:44][C:31]1[CH:32]=[C:33]([C:2]2[CH:3]=[C:4]3[C:9](=[CH:10][CH:11]=2)[N:8]=[CH:7][C:6]([C:12](=[O:14])[CH3:13])=[C:5]3[NH:15][C:16]2[CH:21]=[CH:20][C:19]([CH2:22][N:23]3[CH2:27][CH2:26][CH2:25][CH2:24]3)=[CH:18][CH:17]=2)[CH:34]=[C:29]([Cl:28])[C:30]=1[OH:45]. The catalyst class is: 98.